Dataset: Peptide-MHC class I binding affinity with 185,985 pairs from IEDB/IMGT. Task: Regression. Given a peptide amino acid sequence and an MHC pseudo amino acid sequence, predict their binding affinity value. This is MHC class I binding data. (1) The MHC is HLA-A03:01 with pseudo-sequence HLA-A03:01. The binding affinity (normalized) is 0.0847. The peptide sequence is LLQGVPFHV. (2) The peptide sequence is ASRNKRGVFV. The MHC is Mamu-A01 with pseudo-sequence Mamu-A01. The binding affinity (normalized) is 0.180. (3) The peptide sequence is ALAEHISDSI. The MHC is HLA-A02:06 with pseudo-sequence HLA-A02:06. The binding affinity (normalized) is 0.529. (4) The peptide sequence is GMMRWCMPV. The MHC is HLA-B27:03 with pseudo-sequence HLA-B27:03. The binding affinity (normalized) is 0.0847. (5) The peptide sequence is EFKRRLKDL. The MHC is HLA-A11:01 with pseudo-sequence HLA-A11:01. The binding affinity (normalized) is 0.0847. (6) The peptide sequence is SVYRCGEL. The MHC is H-2-Db with pseudo-sequence H-2-Db. The binding affinity (normalized) is 0. (7) The peptide sequence is LLGPGRPYR. The MHC is HLA-A11:01 with pseudo-sequence HLA-A11:01. The binding affinity (normalized) is 0.401. (8) The peptide sequence is ILWGYGFLQ. The MHC is HLA-B40:01 with pseudo-sequence HLA-B40:01. The binding affinity (normalized) is 0.0847. (9) The peptide sequence is VPDIKLDAVL. The binding affinity (normalized) is 0.463. The MHC is HLA-B51:01 with pseudo-sequence HLA-B51:01. (10) The peptide sequence is LTDTIESAK. The MHC is HLA-A68:01 with pseudo-sequence HLA-A68:01. The binding affinity (normalized) is 0.700.